From a dataset of Peptide-MHC class II binding affinity with 134,281 pairs from IEDB. Regression. Given a peptide amino acid sequence and an MHC pseudo amino acid sequence, predict their binding affinity value. This is MHC class II binding data. (1) The peptide sequence is IVFILLMLVTPSMAM. The MHC is DRB1_0401 with pseudo-sequence DRB1_0401. The binding affinity (normalized) is 0.467. (2) The peptide sequence is PKGGAESSSKAALTS. The MHC is DRB1_0101 with pseudo-sequence DRB1_0101. The binding affinity (normalized) is 0.463. (3) The peptide sequence is KVTAKGVSEANTCAA. The MHC is HLA-DQA10201-DQB10202 with pseudo-sequence HLA-DQA10201-DQB10202. The binding affinity (normalized) is 0.108. (4) The MHC is DRB1_0701 with pseudo-sequence DRB1_0701. The peptide sequence is TCEICALKPKIIYCN. The binding affinity (normalized) is 0.641. (5) The peptide sequence is IRGTSATAAAIQLKC. The MHC is HLA-DQA10401-DQB10402 with pseudo-sequence HLA-DQA10401-DQB10402. The binding affinity (normalized) is 0.391. (6) The binding affinity (normalized) is 0.400. The MHC is DRB1_0701 with pseudo-sequence DRB1_0701. The peptide sequence is LKLATGMRNVPEKQT. (7) The MHC is HLA-DPA10103-DPB10301 with pseudo-sequence HLA-DPA10103-DPB10301. The peptide sequence is AEAPAAAAAPEEQVQ. The binding affinity (normalized) is 0.449. (8) The peptide sequence is LKNCVDAKMTEEDKE. The MHC is HLA-DPA10201-DPB10501 with pseudo-sequence HLA-DPA10201-DPB10501. The binding affinity (normalized) is 0.190. (9) The peptide sequence is YYSEPTSENNAHHVC. The MHC is HLA-DQA10501-DQB10402 with pseudo-sequence HLA-DQA10501-DQB10402. The binding affinity (normalized) is 0.351. (10) The peptide sequence is GTWTYDGSVVA. The MHC is DRB1_0802 with pseudo-sequence DRB1_0802. The binding affinity (normalized) is 0.